From a dataset of Peptide-MHC class I binding affinity with 185,985 pairs from IEDB/IMGT. Regression. Given a peptide amino acid sequence and an MHC pseudo amino acid sequence, predict their binding affinity value. This is MHC class I binding data. The peptide sequence is LPQFATAAT. The MHC is HLA-B42:01 with pseudo-sequence HLA-B42:01. The binding affinity (normalized) is 0.737.